Dataset: Full USPTO retrosynthesis dataset with 1.9M reactions from patents (1976-2016). Task: Predict the reactants needed to synthesize the given product. (1) Given the product [CH2:43]([NH:42][C:40](=[O:41])[NH:39][C:27]1[N:26]=[CH:25][C:24]([C:20]2[CH:19]=[C:18]3[C:23](=[CH:22][CH:21]=2)[N:14]([C@H:10]2[CH2:11][CH2:12][CH2:13][NH:8][CH2:9]2)[CH:15]=[C:16]([C:46]([O:48][CH2:49][CH3:50])=[O:47])[C:17]3=[O:45])=[C:29]([C:30]2[S:31][CH:32]=[C:33]([C:35]([F:38])([F:37])[F:36])[N:34]=2)[CH:28]=1)[CH3:44], predict the reactants needed to synthesize it. The reactants are: C(OC([N:8]1[CH2:13][CH2:12][CH2:11][C@H:10]([N:14]2[C:23]3[C:18](=[CH:19][C:20]([C:24]4[CH:25]=[N:26][C:27]([NH:39][C:40]([NH:42][CH2:43][CH3:44])=[O:41])=[CH:28][C:29]=4[C:30]4[S:31][CH:32]=[C:33]([C:35]([F:38])([F:37])[F:36])[N:34]=4)=[CH:21][CH:22]=3)[C:17](=[O:45])[C:16]([C:46]([O:48][CH2:49][CH3:50])=[O:47])=[CH:15]2)[CH2:9]1)=O)(C)(C)C.Cl.O1CCOCC1.C([O-])(O)=O.[Na+]. (2) Given the product [Br:1][CH2:2][CH2:3][CH2:4][CH2:5][O:6][CH2:7][CH2:8][CH2:9][CH2:10][C:11]1[CH:19]=[CH:18][C:14]([C:15]([Cl:22])=[O:16])=[CH:13][CH:12]=1, predict the reactants needed to synthesize it. The reactants are: [Br:1][CH2:2][CH2:3][CH2:4][CH2:5][O:6][CH2:7][CH2:8][CH2:9][CH2:10][C:11]1[CH:19]=[CH:18][C:14]([C:15](O)=[O:16])=[CH:13][CH:12]=1.S(Cl)([Cl:22])=O.